The task is: Predict the product of the given reaction.. This data is from Forward reaction prediction with 1.9M reactions from USPTO patents (1976-2016). (1) Given the reactants C([NH:5][S:6]([C:9]1[CH:14]=[CH:13][CH:12]=[C:11]([C:15]2[CH:20]=[C:19]([C:21]3[N:26]=[C:25]([C:27]4[CH:32]=[CH:31][C:30]([C:33]([F:36])([F:35])[F:34])=[C:29]([O:37][CH2:38][C:39]([F:42])([F:41])[F:40])[CH:28]=4)[CH:24]=[C:23]([C:43]([F:46])([F:45])[F:44])[N:22]=3)[CH:18]=[CH:17][N:16]=2)[CH:10]=1)(=[O:8])=[O:7])(C)(C)C.C(O)(C(F)(F)F)=O, predict the reaction product. The product is: [F:42][C:39]([F:40])([F:41])[CH2:38][O:37][C:29]1[CH:28]=[C:27]([C:25]2[CH:24]=[C:23]([C:43]([F:45])([F:46])[F:44])[N:22]=[C:21]([C:19]3[CH:18]=[CH:17][N:16]=[C:15]([C:11]4[CH:10]=[C:9]([S:6]([NH2:5])(=[O:8])=[O:7])[CH:14]=[CH:13][CH:12]=4)[CH:20]=3)[N:26]=2)[CH:32]=[CH:31][C:30]=1[C:33]([F:34])([F:36])[F:35]. (2) Given the reactants [F:1][C:2]1[CH:8]=[CH:7][CH:6]=[C:5]([F:9])[C:3]=1[NH2:4].B1([O-])OO1.[OH2:14].[OH2:15].O.O.[Na+].O, predict the reaction product. The product is: [F:1][C:2]1[CH:8]=[CH:7][CH:6]=[C:5]([F:9])[C:3]=1[N+:4]([O-:15])=[O:14]. (3) Given the reactants [F:1][C:2]1[CH:28]=[C:27]([F:29])[CH:26]=[CH:25][C:3]=1[CH2:4][N:5]1[CH2:10][CH2:9][N:8]([C:11]2[N:12]=[C:13]3[CH2:24][CH2:23][NH:22][CH2:21][C:14]3=[N:15][C:16]=2[NH:17][CH:18]([CH3:20])[CH3:19])[CH2:7][CH2:6]1.CCN(C(C)C)C(C)C.[C:39](O[C:39](=[O:42])[CH2:40][CH3:41])(=[O:42])[CH2:40][CH3:41], predict the reaction product. The product is: [F:1][C:2]1[CH:28]=[C:27]([F:29])[CH:26]=[CH:25][C:3]=1[CH2:4][N:5]1[CH2:10][CH2:9][N:8]([C:11]2[N:12]=[C:13]3[CH2:24][CH2:23][N:22]([C:39](=[O:42])[CH2:40][CH3:41])[CH2:21][C:14]3=[N:15][C:16]=2[NH:17][CH:18]([CH3:20])[CH3:19])[CH2:7][CH2:6]1. (4) Given the reactants [O:1]=[C:2]1[C:10]2[C:5](=[CH:6][CH:7]=[CH:8][CH:9]=2)[C:4](=[O:11])[N:3]1[CH2:12][CH2:13][CH2:14][O:15][C:16]1[CH:23]=[CH:22][C:21]([O:24]C)=[CH:20][C:17]=1[C:18]#[N:19].B(Cl)(Cl)Cl.C(=O)([O-])O.[Na+], predict the reaction product. The product is: [O:11]=[C:4]1[C:5]2[C:10](=[CH:9][CH:8]=[CH:7][CH:6]=2)[C:2](=[O:1])[N:3]1[CH2:12][CH2:13][CH2:14][O:15][C:16]1[CH:23]=[CH:22][C:21]([OH:24])=[CH:20][C:17]=1[C:18]#[N:19]. (5) Given the reactants [F:1][C:2]1[CH:7]=[CH:6][C:5]([C:8]2[CH:9]=[CH:10][C:11]([N:14]3[CH2:19][CH2:18][CH:17]([CH2:20][CH2:21][NH:22][C:23](=[O:34])[O:24][C:25]4C=CC([N+]([O-])=O)=C[CH:26]=4)[CH2:16][CH2:15]3)=[N:12][CH:13]=2)=[CH:4][CH:3]=1.C(N(CC)C(C)C)(C)C.[CH2:44]([C:46]1[N:50]=C(CO)[O:48][N:47]=1)[CH3:45], predict the reaction product. The product is: [F:1][C:2]1[CH:7]=[CH:6][C:5]([C:8]2[CH:9]=[CH:10][C:11]([N:14]3[CH2:19][CH2:18][CH:17]([CH2:20][CH2:21][NH:22][C:23](=[O:34])[O:24][CH2:25][C:26]4[O:48][N:47]=[C:46]([CH2:44][CH3:45])[N:50]=4)[CH2:16][CH2:15]3)=[N:12][CH:13]=2)=[CH:4][CH:3]=1. (6) Given the reactants [C:1](#[N:7])C(CC#N)O.[Se:8](=O)=O.[C:11]([C:15]1[CH:20]=[CH:19][CH:18]=[C:17]([C:21]([CH3:24])([CH3:23])[CH3:22])[C:16]=1[OH:25])([CH3:14])([CH3:13])[CH3:12].O, predict the reaction product. The product is: [C:21]([C:17]1[CH:18]=[C:19]([Se:8][C:1]#[N:7])[CH:20]=[C:15]([C:11]([CH3:14])([CH3:13])[CH3:12])[C:16]=1[OH:25])([CH3:24])([CH3:23])[CH3:22]. (7) Given the reactants [CH3:1][O:2][C:3]1[CH:4]=[C:5]([CH:11]=[CH:12][CH:13]=1)[C:6]([CH2:8][C:9]#[N:10])=[O:7].[C:14]1([N:20](C2C=CC=CC=2)[CH:21]=N)[CH:19]=[CH:18][CH:17]=[CH:16][CH:15]=1, predict the reaction product. The product is: [CH3:1][O:2][C:3]1[CH:4]=[C:5]([CH:11]=[CH:12][CH:13]=1)[C:6]([C:8](=[CH:21][NH:20][C:14]1[CH:19]=[CH:18][CH:17]=[CH:16][CH:15]=1)[C:9]#[N:10])=[O:7]. (8) Given the reactants [C:1]([C:3]1[CH:23]=[C:22]([N+:24]([O-])=O)[CH:21]=[CH:20][C:4]=1[O:5][C:6]1[CH:7]=[CH:8][C:9]([F:19])=[C:10]([NH:12][C:13](=[O:18])[C:14]([F:17])([F:16])[F:15])[CH:11]=1)#[N:2], predict the reaction product. The product is: [NH2:24][C:22]1[CH:21]=[CH:20][C:4]([O:5][C:6]2[CH:7]=[CH:8][C:9]([F:19])=[C:10]([NH:12][C:13](=[O:18])[C:14]([F:15])([F:16])[F:17])[CH:11]=2)=[C:3]([C:1]#[N:2])[CH:23]=1. (9) Given the reactants Cl[C:2]1[N:7]=[C:6]([C:8]2[CH:13]=[CH:12][C:11]([Cl:14])=[C:10]([Cl:15])[CH:9]=2)[C:5]([Cl:16])=[CH:4][N:3]=1.CN(C)C.C1(C)C=CC=CC=1.[F:28][C:29]([F:39])([F:38])[C:30]1[CH:31]=[C:32]([OH:37])[CH:33]=[CH:34][C:35]=1[F:36], predict the reaction product. The product is: [F:39][C:29]([F:28])([F:38])[C:30]1[CH:31]=[C:32]([CH:33]=[CH:34][C:35]=1[F:36])[O:37][C:2]1[N:7]=[C:6]([C:8]2[CH:13]=[CH:12][C:11]([Cl:14])=[C:10]([Cl:15])[CH:9]=2)[C:5]([Cl:16])=[CH:4][N:3]=1.